From a dataset of Forward reaction prediction with 1.9M reactions from USPTO patents (1976-2016). Predict the product of the given reaction. (1) Given the reactants [Br:1][C:2]1[C:7]([CH3:8])=[CH:6][C:5]([OH:9])=[CH:4][C:3]=1[CH3:10].[CH3:11]I, predict the reaction product. The product is: [Br:1][C:2]1[C:7]([CH3:8])=[CH:6][C:5]([O:9][CH3:11])=[CH:4][C:3]=1[CH3:10]. (2) Given the reactants [CH2:1]=[C:2]1[CH2:7][CH2:6][CH:5]([CH2:8][CH2:9][O:10][CH2:11][C:12]2[CH:17]=[CH:16][CH:15]=[CH:14][CH:13]=2)[CH2:4][CH2:3]1.[OH-:18].[Na+].OO, predict the reaction product. The product is: [CH2:11]([O:10][CH2:9][CH2:8][C@H:5]1[CH2:6][CH2:7][C@H:2]([CH2:1][OH:18])[CH2:3][CH2:4]1)[C:12]1[CH:13]=[CH:14][CH:15]=[CH:16][CH:17]=1. (3) Given the reactants [C:1]([NH:5][C:6](=[O:43])[NH:7][C:8]1[C:9]([C:22]2[C:23]([Cl:42])=[C:24]([NH:29][C:30](=[O:41])[C:31]3[CH:36]=[CH:35][CH:34]=[C:33]([C:37]([F:40])([F:39])[F:38])[CH:32]=3)[CH:25]=[CH:26][C:27]=2[Cl:28])=[CH:10][C:11]2[CH:16]=[N:15][C:14](S(C)(=O)=O)=[N:13][C:12]=2[N:21]=1)([CH3:4])([CH3:3])[CH3:2].C1(C)C=CC(S(O)(=O)=O)=CC=1.[CH2:55]([N:57]([CH2:68][CH3:69])[CH2:58][CH2:59][O:60][C:61]1[CH:66]=[CH:65][C:64]([NH2:67])=[CH:63][CH:62]=1)[CH3:56], predict the reaction product. The product is: [C:1]([NH:5][C:6](=[O:43])[NH:7][C:8]1[C:9]([C:22]2[C:23]([Cl:42])=[C:24]([NH:29][C:30](=[O:41])[C:31]3[CH:36]=[CH:35][CH:34]=[C:33]([C:37]([F:40])([F:39])[F:38])[CH:32]=3)[CH:25]=[CH:26][C:27]=2[Cl:28])=[CH:10][C:11]2[CH:16]=[N:15][C:14]([NH:67][C:64]3[CH:63]=[CH:62][C:61]([O:60][CH2:59][CH2:58][N:57]([CH2:68][CH3:69])[CH2:55][CH3:56])=[CH:66][CH:65]=3)=[N:13][C:12]=2[N:21]=1)([CH3:4])([CH3:3])[CH3:2]. (4) Given the reactants [F:1][C:2]1[CH:7]=[C:6]([N+:8]([O-])=O)[CH:5]=[CH:4][C:3]=1[O:11][C:12]1[CH:17]=[CH:16][CH:15]=[CH:14][CH:13]=1.[H][H], predict the reaction product. The product is: [F:1][C:2]1[CH:7]=[C:6]([NH2:8])[CH:5]=[CH:4][C:3]=1[O:11][C:12]1[CH:17]=[CH:16][CH:15]=[CH:14][CH:13]=1. (5) Given the reactants [F:1][CH:2]([F:31])[C:3]1[N:8]2[N:9]=[CH:10][C:11]([C:12](O)=[O:13])=[C:7]2[N:6]=[C:5]([C:15]2[CH:20]=[CH:19][C:18]([C:21]([F:24])([F:23])[F:22])=[C:17]([O:25][CH2:26][C:27]([F:30])([F:29])[F:28])[CH:16]=2)[CH:4]=1.[CH3:32][S:33]([C:36]1[CH:37]=[C:38]([NH2:42])[CH:39]=[CH:40][CH:41]=1)(=[O:35])=[O:34].Cl, predict the reaction product. The product is: [CH3:32][S:33]([C:36]1[CH:37]=[C:38]([NH:42][C:12]([C:11]2[CH:10]=[N:9][N:8]3[C:3]([CH:2]([F:31])[F:1])=[CH:4][C:5]([C:15]4[CH:20]=[CH:19][C:18]([C:21]([F:22])([F:23])[F:24])=[C:17]([O:25][CH2:26][C:27]([F:30])([F:28])[F:29])[CH:16]=4)=[N:6][C:7]=23)=[O:13])[CH:39]=[CH:40][CH:41]=1)(=[O:34])=[O:35].